From a dataset of Catalyst prediction with 721,799 reactions and 888 catalyst types from USPTO. Predict which catalyst facilitates the given reaction. (1) Reactant: [CH3:1][C:2]1([CH3:21])[C@@H:5]([C:6]2[N:10]=[CH:9][N:8]([CH:11]3[CH2:16][CH2:15][CH2:14][CH2:13][O:12]3)[N:7]=2)[CH2:4][C@H:3]1[NH:17]C(=O)[O-]. Product: [CH3:1][C:2]1([CH3:21])[C@@H:5]([C:6]2[N:10]=[CH:9][N:8]([CH:11]3[CH2:16][CH2:15][CH2:14][CH2:13][O:12]3)[N:7]=2)[CH2:4][C@H:3]1[NH2:17]. The catalyst class is: 43. (2) Reactant: [H-].[Na+].C(OP([CH2:11][C:12]([O:14][CH2:15][CH3:16])=[O:13])(OCC)=O)C.[CH:17]1([C:20]([C:22]2[C:27]([F:28])=[CH:26][N:25]=[C:24]([O:29][CH3:30])[CH:23]=2)=O)[CH2:19][CH2:18]1.O. Product: [CH:17]1([C:20]([C:22]2[C:27]([F:28])=[CH:26][N:25]=[C:24]([O:29][CH3:30])[CH:23]=2)=[CH:11][C:12]([O:14][CH2:15][CH3:16])=[O:13])[CH2:18][CH2:19]1. The catalyst class is: 1. (3) Reactant: [C:1]([C@@H:3]([NH:27][C:28]([C:30]1([NH:36]C(=O)OC(C)(C)C)[CH2:35][CH2:34][O:33][CH2:32][CH2:31]1)=[O:29])[CH2:4][C:5]1[CH:10]=[CH:9][C:8]([C:11]2[CH:16]=[CH:15][C:14]([S:17]([N:20]3[CH2:25][CH2:24][N:23]([CH3:26])[CH2:22][CH2:21]3)(=[O:19])=[O:18])=[CH:13][CH:12]=2)=[CH:7][CH:6]=1)#[N:2]. Product: [NH2:36][C:30]1([C:28]([NH:27][C@H:3]([C:1]#[N:2])[CH2:4][C:5]2[CH:6]=[CH:7][C:8]([C:11]3[CH:12]=[CH:13][C:14]([S:17]([N:20]4[CH2:21][CH2:22][N:23]([CH3:26])[CH2:24][CH2:25]4)(=[O:18])=[O:19])=[CH:15][CH:16]=3)=[CH:9][CH:10]=2)=[O:29])[CH2:35][CH2:34][O:33][CH2:32][CH2:31]1. The catalyst class is: 106. (4) Reactant: [C:1]([O:9]CC)(=O)[CH2:2][C:3]([O:5]CC)=O.[CH2:12]([C:16]([NH2:18])=[O:17])[C:13]([NH2:15])=[NH:14].Cl.[O-]CC.[Na+]. Product: [OH:9][C:1]1[CH:2]=[C:3]([OH:5])[N:15]=[C:13]([CH2:12][C:16]([NH2:18])=[O:17])[N:14]=1. The catalyst class is: 14.